Dataset: Reaction yield outcomes from USPTO patents with 853,638 reactions. Task: Predict the reaction yield, written as a fraction of the theoretical maximum amount of product (1.0 means a 100% yield; for example, 0.34 means a 34% yield). (1) The reactants are [OH-].[Na+].[NH2:3][C:4]1[CH:12]=[CH:11][C:7]([C:8]([OH:10])=[O:9])=[CH:6][CH:5]=1.[C:13]([O:17][C:18](O[C:18]([O:17][C:13]([CH3:16])([CH3:15])[CH3:14])=[O:19])=[O:19])([CH3:16])([CH3:15])[CH3:14].C(O)(=O)CC(CC(O)=O)(C(O)=O)O. The catalyst is O.O1CCOCC1. The product is [C:13]([O:17][C:18]([NH:3][C:4]1[CH:12]=[CH:11][C:7]([C:8]([OH:10])=[O:9])=[CH:6][CH:5]=1)=[O:19])([CH3:16])([CH3:15])[CH3:14]. The yield is 0.720. (2) The reactants are [F:1][C:2]1[CH:3]=[CH:4][C:5]([OH:12])=[C:6]([CH:11]=1)[C:7]([O:9][CH3:10])=[O:8].F[C:14]1[CH:19]=[CH:18][CH:17]=[CH:16][C:15]=1[N+:20]([O-:22])=[O:21].C(=O)([O-])[O-].[Cs+].[Cs+].C(OCC)(=O)C. The catalyst is C(#N)C. The product is [F:1][C:2]1[CH:3]=[CH:4][C:5]([O:12][C:14]2[CH:19]=[CH:18][CH:17]=[CH:16][C:15]=2[N+:20]([O-:22])=[O:21])=[C:6]([CH:11]=1)[C:7]([O:9][CH3:10])=[O:8]. The yield is 0.840. (3) The reactants are [Cl-].O[NH3+:3].[C:4](=[O:7])([O-])[OH:5].[Na+].CS(C)=O.[CH2:13]([C:17]1[N:18]([CH2:33][C:34]2[CH:39]=[CH:38][C:37]([C:40]3[C:41]([C:46]#[N:47])=[CH:42][CH:43]=[CH:44][CH:45]=3)=[CH:36][CH:35]=2)[C:19](=[O:32])[C:20]([CH:24]([OH:31])[C:25]2[CH:30]=[CH:29][CH:28]=[CH:27][CH:26]=2)=[C:21]([CH3:23])[N:22]=1)[CH2:14][CH2:15][CH3:16]. The catalyst is O. The product is [CH2:13]([C:17]1[N:18]([CH2:33][C:34]2[CH:35]=[CH:36][C:37]([C:40]3[CH:45]=[CH:44][CH:43]=[CH:42][C:41]=3[C:46]3[NH:3][C:4](=[O:7])[O:5][N:47]=3)=[CH:38][CH:39]=2)[C:19](=[O:32])[C:20]([CH:24]([OH:31])[C:25]2[CH:30]=[CH:29][CH:28]=[CH:27][CH:26]=2)=[C:21]([CH3:23])[N:22]=1)[CH2:14][CH2:15][CH3:16]. The yield is 0.460. (4) The reactants are Cl.[O:2]1[CH2:8][CH2:7][CH2:6][NH:5][CH2:4][CH2:3]1.C([O-])(=O)C.[Na+].C(O)(=O)C.[Cl:18][CH2:19][C:20](Cl)=[O:21].C(=O)([O-])O.[Na+]. The catalyst is O1CCCC1. The product is [Cl:18][CH2:19][C:20]([N:5]1[CH2:6][CH2:7][CH2:8][O:2][CH2:3][CH2:4]1)=[O:21]. The yield is 0.930.